This data is from Peptide-MHC class I binding affinity with 185,985 pairs from IEDB/IMGT. The task is: Regression. Given a peptide amino acid sequence and an MHC pseudo amino acid sequence, predict their binding affinity value. This is MHC class I binding data. (1) The peptide sequence is ITVYYAVL. The binding affinity (normalized) is 0.833. The MHC is H-2-Kb with pseudo-sequence H-2-Kb. (2) The peptide sequence is FTSAICSVVR. The MHC is HLA-A02:03 with pseudo-sequence HLA-A02:03. The binding affinity (normalized) is 0.637. (3) The peptide sequence is HLTRVGPYL. The MHC is HLA-B18:01 with pseudo-sequence HLA-B18:01. The binding affinity (normalized) is 0.0847. (4) The peptide sequence is NPITLTAAL. The MHC is HLA-B07:02 with pseudo-sequence HLA-B07:02. The binding affinity (normalized) is 0.779. (5) The peptide sequence is FSNRVYEALY. The MHC is HLA-A11:01 with pseudo-sequence HLA-A11:01. The binding affinity (normalized) is 0.138. (6) The peptide sequence is YVILKDPRIA. The MHC is HLA-A02:03 with pseudo-sequence HLA-A02:03. The binding affinity (normalized) is 0.457. (7) The peptide sequence is KGSGKMKTE. The MHC is HLA-B40:01 with pseudo-sequence HLA-B40:01. The binding affinity (normalized) is 0.0847. (8) The peptide sequence is WEQWWTDY. The MHC is Mamu-B52 with pseudo-sequence Mamu-B52. The binding affinity (normalized) is 0.317.